This data is from Full USPTO retrosynthesis dataset with 1.9M reactions from patents (1976-2016). The task is: Predict the reactants needed to synthesize the given product. (1) Given the product [N:4]1[CH:5]=[CH:6][CH:7]=[C:2]([O:1][C:9]2[CH:10]=[C:11]([N+:15]([O-:17])=[O:16])[CH:12]=[CH:13][CH:14]=2)[CH:3]=1, predict the reactants needed to synthesize it. The reactants are: [OH:1][C:2]1[CH:3]=[N:4][CH:5]=[CH:6][CH:7]=1.Br[C:9]1[CH:14]=[CH:13][CH:12]=[C:11]([N+:15]([O-:17])=[O:16])[CH:10]=1.C([O-])([O-])=O.[K+].[K+].O. (2) Given the product [N:31]1([CH2:30][CH2:29][CH2:28][NH:27][C:1]([CH:4]([CH3:26])[CH2:5][CH2:6][N:7]2[C:11]3[CH:12]=[CH:13][CH:14]=[C:15]([CH3:16])[C:10]=3[N:9]=[C:8]2[CH2:17][O:18][C:19]2[CH:24]=[CH:23][C:22]([Cl:25])=[CH:21][CH:20]=2)=[O:2])[CH2:36][CH2:35][CH2:34][CH2:33][CH2:32]1, predict the reactants needed to synthesize it. The reactants are: [C:1]([CH:4]([CH3:26])[CH2:5][CH2:6][N:7]1[C:11]2[CH:12]=[CH:13][CH:14]=[C:15]([CH3:16])[C:10]=2[N:9]=[C:8]1[CH2:17][O:18][C:19]1[CH:24]=[CH:23][C:22]([Cl:25])=[CH:21][CH:20]=1)(O)=[O:2].[NH2:27][CH2:28][CH2:29][CH2:30][N:31]1[CH2:36][CH2:35][CH2:34][CH2:33][CH2:32]1.ON1C2C=CC=CC=2N=N1.C1(N=C=NC2CCCCC2)CCCCC1. (3) Given the product [I:22][C:3]1[C:2]([CH3:1])=[N:21][N:5]2[C:6]3[C:11](=[CH:10][C:9]([C:14]4[CH:15]=[CH:16][CH:17]=[CH:18][CH:19]=4)=[C:8]([OH:20])[N:7]=3)[CH:12]=[N:13][C:4]=12, predict the reactants needed to synthesize it. The reactants are: [CH3:1][C:2]1[CH:3]=[C:4]2[N:13]=[CH:12][C:11]3[CH:10]=[C:9]([C:14]4[CH:19]=[CH:18][CH:17]=[CH:16][CH:15]=4)[C:8](=[O:20])[NH:7][C:6]=3[N:5]2[N:21]=1.[I:22]N1C(=O)CCC1=O. (4) Given the product [CH2:25]([O:5][C:4](=[O:6])[C:3]1[CH:7]=[CH:8][CH:9]=[CH:10][C:2]=1[O:1][CH2:23][CH3:24])[CH3:26], predict the reactants needed to synthesize it. The reactants are: [OH:1][C:2]1[CH:10]=[CH:9][CH:8]=[CH:7][C:3]=1[C:4]([OH:6])=[O:5].CN(C)C=O.C([O-])([O-])=O.[K+].[K+].Br[CH2:23][CH3:24].[CH3:25][CH2:26]CCCC.